Task: Predict which catalyst facilitates the given reaction.. Dataset: Catalyst prediction with 721,799 reactions and 888 catalyst types from USPTO (1) Reactant: Cl[C:2]1[CH:7]=[C:6]([C:8]([NH:10][C:11]2[CH:12]=[CH:13][C:14]([CH3:35])=[C:15]([N:17]3[C:26](=[O:27])[C:25]4[C:20](=[CH:21][CH:22]=[C:23]([N:28]5[CH2:33][CH2:32][N:31]([CH3:34])[CH2:30][CH2:29]5)[CH:24]=4)[N:19]=[CH:18]3)[CH:16]=2)=[O:9])[CH:5]=[CH:4][N:3]=1.[NH:36]1[CH2:40][CH2:39][CH2:38][CH2:37]1. Product: [CH3:35][C:14]1[CH:13]=[CH:12][C:11]([NH:10][C:8]([C:6]2[CH:5]=[CH:4][N:3]=[C:2]([N:36]3[CH2:40][CH2:39][CH2:38][CH2:37]3)[CH:7]=2)=[O:9])=[CH:16][C:15]=1[N:17]1[C:26](=[O:27])[C:25]2[C:20](=[CH:21][CH:22]=[C:23]([N:28]3[CH2:33][CH2:32][N:31]([CH3:34])[CH2:30][CH2:29]3)[CH:24]=2)[N:19]=[CH:18]1. The catalyst class is: 6. (2) Reactant: [CH:1]([C:3]1[CH:8]=[CH:7][C:6]([N:9]2[CH2:13][C@H:12]([CH2:14][NH:15][C:16](=[O:18])[CH3:17])[O:11][C:10]2=[O:19])=[CH:5][CH:4]=1)=O.N1CCCCC1.[S:26]1[CH2:30][C:29](=[O:31])[NH:28][C:27]1=[O:32]. Product: [O:32]=[C:27]1[NH:28][C:29](=[O:31])/[C:30](=[CH:1]/[C:3]2[CH:8]=[CH:7][C:6]([N:9]3[CH2:13][C@H:12]([CH2:14][NH:15][C:16](=[O:18])[CH3:17])[O:11][C:10]3=[O:19])=[CH:5][CH:4]=2)/[S:26]1. The catalyst class is: 5.